From a dataset of Forward reaction prediction with 1.9M reactions from USPTO patents (1976-2016). Predict the product of the given reaction. Given the reactants [CH3:1][N:2]([CH3:47])[CH2:3][CH2:4][C:5]([NH:7][C@:8]12[CH2:43][CH2:42][C@@H:41]([C:44]([CH3:46])=[CH2:45])[C@@H:9]1[C@@H:10]1[C@@:23]([CH3:26])([CH2:24][CH2:25]2)[C@@:22]2([CH3:27])[C@@H:13]([C@:14]3([CH3:40])[C@@H:19]([CH2:20][CH2:21]2)[C:18]([CH3:29])([CH3:28])[C:17]([C:30]2[CH:39]=[CH:38][C:33]([C:34]([O:36]C)=[O:35])=[CH:32][CH:31]=2)=[CH:16][CH2:15]3)[CH2:12][CH2:11]1)=[O:6].C(O)(C(F)(F)F)=O.O.[OH-].[Li+], predict the reaction product. The product is: [CH3:47][N:2]([CH3:1])[CH2:3][CH2:4][C:5]([NH:7][C@:8]12[CH2:43][CH2:42][C@@H:41]([C:44]([CH3:46])=[CH2:45])[C@@H:9]1[C@@H:10]1[C@@:23]([CH3:26])([CH2:24][CH2:25]2)[C@@:22]2([CH3:27])[C@@H:13]([C@:14]3([CH3:40])[C@@H:19]([CH2:20][CH2:21]2)[C:18]([CH3:29])([CH3:28])[C:17]([C:30]2[CH:31]=[CH:32][C:33]([C:34]([OH:36])=[O:35])=[CH:38][CH:39]=2)=[CH:16][CH2:15]3)[CH2:12][CH2:11]1)=[O:6].